This data is from Reaction yield outcomes from USPTO patents with 853,638 reactions. The task is: Predict the reaction yield, written as a fraction of the theoretical maximum amount of product (1.0 means a 100% yield; for example, 0.34 means a 34% yield). (1) The reactants are C([C:4]1[C:16]2[CH:15]=[CH:14][C:13]3[N:12]([C:17](=[O:22])[C:18]([F:21])([F:20])[F:19])[CH2:11][CH:10](CCl)[C:9]=3[C:8]=2[CH:7]=[CH:6][CH:5]=1)(=O)C.[N+:25]([O-])([OH:27])=[O:26]. The catalyst is C(Cl)Cl. The product is [N+:25]([C:15]1[C:16]2[CH:4]=[CH:5][CH:6]=[CH:7][C:8]=2[C:9]2[CH2:10][CH2:11][N:12]([C:17](=[O:22])[C:18]([F:21])([F:20])[F:19])[C:13]=2[CH:14]=1)([O-:27])=[O:26]. The yield is 0.570. (2) The reactants are [CH3:1][C:2]1[O:6][C:5]([CH2:7][C:8]2[CH:13]=[CH:12][C:11]([CH2:14][C:15](Cl)=[N:16][OH:17])=[CH:10][CH:9]=2)=[CH:4][CH:3]=1.O1CCCC1.[C:24]([C:26]1[CH:27]=[CH:28][C:29]([NH2:32])=[N:30][CH:31]=1)#[CH:25].C(N(CC)CC)C. The catalyst is O. The product is [CH3:1][C:2]1[O:6][C:5]([CH2:7][C:8]2[CH:13]=[CH:12][C:11]([CH2:14][C:15]3[CH:25]=[C:24]([C:26]4[CH:27]=[CH:28][C:29]([NH2:32])=[N:30][CH:31]=4)[O:17][N:16]=3)=[CH:10][CH:9]=2)=[CH:4][CH:3]=1. The yield is 0.120.